From a dataset of Peptide-MHC class II binding affinity with 134,281 pairs from IEDB. Regression. Given a peptide amino acid sequence and an MHC pseudo amino acid sequence, predict their binding affinity value. This is MHC class II binding data. (1) The peptide sequence is QDHQEEICEVVLAKS. The MHC is HLA-DQA10501-DQB10201 with pseudo-sequence HLA-DQA10501-DQB10201. The binding affinity (normalized) is 0.267. (2) The peptide sequence is FYVWDFAEKFKEDVI. The MHC is DRB1_0101 with pseudo-sequence DRB1_0101. The binding affinity (normalized) is 0.